The task is: Binary Classification. Given a drug SMILES string, predict its activity (active/inactive) in a high-throughput screening assay against a specified biological target.. This data is from Tyrosyl-DNA phosphodiesterase HTS with 341,365 compounds. (1) The compound is O1c2c(OC1)ccc(CNC(=O)c1noc(COc3cc(OC)ccc3)c1)c2. The result is 0 (inactive). (2) The drug is O=c1n(nc(c2c1cccc2)c1ccccc1)CC(=O)N(C)C. The result is 0 (inactive). (3) The compound is S=c1nc(n(c2CCCCc12)CCCN(C)C)c1ccccc1. The result is 0 (inactive). (4) The molecule is FC(F)(F)c1ccc(CC(NC(=O)c2ccc(cc2)C#N)C(=O)NCCC)cc1. The result is 0 (inactive). (5) The molecule is Clc1c(S(=O)(=O)N(C)C)cc(NC(=O)CN2C(Cc3c2cccc3)C)cc1. The result is 0 (inactive). (6) The result is 0 (inactive). The molecule is O1C(C(=O)N(CC(=O)NCCN2CCCC2)c2c1cccc2)CC. (7) The molecule is S(=O)(=O)(N1CCOCC1)c1ccc(OCC(=O)NCCc2cc(OC)c(OC)cc2)cc1. The result is 0 (inactive). (8) The molecule is S(CC(=O)Nc1ccc(cc1)C)c1[nH]ncn1. The result is 0 (inactive). (9) The compound is s1c(C(=O)N2C(c3c(CC2)cc(OC)c(OC)c3)C)cc2c1c1c(OC2)cccc1. The result is 0 (inactive).